Dataset: Experimentally validated miRNA-target interactions with 360,000+ pairs, plus equal number of negative samples. Task: Binary Classification. Given a miRNA mature sequence and a target amino acid sequence, predict their likelihood of interaction. (1) The miRNA is hsa-miR-3156-3p with sequence CUCCCACUUCCAGAUCUUUCU. The protein sequence of the target gene is MKKTLQDEIEAILRKRIMVLDGGMGTMIQRYKLSEEHFQGQEFKDHSRPLKGNNDILSITQPDIIYQIHKEYLLAGADIIETNTFSSTSIAQADYGLEHLAYRMNKCSADVARKAAEEITLQTGVKRFVAGALGPTNKTLSVSPSVERPDYRNITFDELVDAYQEQAKGLLDGRVDILLIETIFDTANAKAALFAIQNLFEENYAPPRPIFISGTIVDKSGRTLSGQTGEAFVTSVSHSDPLCIGLNCSLGAAEMRPFIETIGKCTTAYVLCYPNAGLPNTFGDYDETPSTMATHLKDFA.... Result: 0 (no interaction). (2) The miRNA is hsa-miR-3620-3p with sequence UCACCCUGCAUCCCGCACCCAG. The protein sequence of the target gene is MSRRFTVTSLPPAASAASADPESRRHSVADPRRLPREDVKGDGNPKESSPFINSTDTEKGREYDGRNMALFEEEMDTSPMVSSLLSGLANYTNLPQGSREHEEAENNEGGKKKPVQAPRMGTFMGVYLPCLQNIFGVILFLRLTWVVGIAGIMESFCMVFICCSCTMLTAISMSAIATNGVVPAGGSYYMISRSLGPEFGGAVGLCFYLGTTFAGAMYILGTIEILLAYLFPAMAIFKAEDASGEAAAMLNNMRVYGTCVLTCMATVVFVGVKYVNKFALVFLGCVILSILAIYAGVIKS.... Result: 0 (no interaction). (3) The miRNA is mmu-miR-5627-5p with sequence AGAGGGUGCGCCGGGCCCUGCG. The protein sequence of the target gene is MAASWGQVLALVLVAALWGGTQPLLKRASSGLEQVRERTWAWQLLQEIKALFGNTEYLMPFLLNQSGSLLYYLTLASTDLTLAVPICNSLAIVFTLIVGKVLGEDIGGKEAVAGMVLTITGITVCITSSVSKTQGQPSHS. Result: 0 (no interaction). (4) The miRNA is hsa-miR-5187-3p with sequence ACUGAAUCCUCUUUUCCUCAG. The protein sequence of the target gene is MLKSRLRMFLNELKLLVLTGGGRPRAEPQPRGGRGGGCGWAPFAGCSTRDGDGDEEEYYGSEPRARGLAGDKEPRAGPLPPPAPPLPPPGALDALSLSSSLDSGLRTPQCRICFQGPEQGELLSPCRCDGSVRCTHQPCLIRWISERGSWSCELCYFKYQVLAISTKNPLQWQAISLTVIEKVQIAAIVLGSLFLVASISWLIWSSLSPSAKWQRQDLLFQICYGMYGFMDVVCIGLIIHEGSSVYRIFKRWQAVNQQWKVLNYDKTKDIGGDAGGGTAGKSGPRNSRTGPTSGATSRPP.... Result: 0 (no interaction).